From a dataset of NCI-60 drug combinations with 297,098 pairs across 59 cell lines. Regression. Given two drug SMILES strings and cell line genomic features, predict the synergy score measuring deviation from expected non-interaction effect. (1) Drug 1: CC1=C(C=C(C=C1)NC2=NC=CC(=N2)N(C)C3=CC4=NN(C(=C4C=C3)C)C)S(=O)(=O)N.Cl. Drug 2: CC1=C(C(=CC=C1)Cl)NC(=O)C2=CN=C(S2)NC3=CC(=NC(=N3)C)N4CCN(CC4)CCO. Cell line: ACHN. Synergy scores: CSS=42.2, Synergy_ZIP=12.2, Synergy_Bliss=15.8, Synergy_Loewe=16.9, Synergy_HSA=18.4. (2) Drug 1: CC1=C2C(C(=O)C3(C(CC4C(C3C(C(C2(C)C)(CC1OC(=O)C(C(C5=CC=CC=C5)NC(=O)C6=CC=CC=C6)O)O)OC(=O)C7=CC=CC=C7)(CO4)OC(=O)C)O)C)OC(=O)C. Drug 2: C1=NC(=NC(=O)N1C2C(C(C(O2)CO)O)O)N. Cell line: LOX IMVI. Synergy scores: CSS=17.5, Synergy_ZIP=-13.5, Synergy_Bliss=-19.1, Synergy_Loewe=-16.8, Synergy_HSA=-16.5. (3) Drug 1: C1C(C(OC1N2C=C(C(=O)NC2=O)F)CO)O. Drug 2: C1CNP(=O)(OC1)N(CCCl)CCCl. Cell line: OVCAR-8. Synergy scores: CSS=8.06, Synergy_ZIP=-1.87, Synergy_Bliss=3.86, Synergy_Loewe=-11.3, Synergy_HSA=2.35. (4) Drug 1: C(=O)(N)NO. Drug 2: CC1=C(C=C(C=C1)C(=O)NC2=CC(=CC(=C2)C(F)(F)F)N3C=C(N=C3)C)NC4=NC=CC(=N4)C5=CN=CC=C5. Cell line: MCF7. Synergy scores: CSS=3.38, Synergy_ZIP=-2.30, Synergy_Bliss=-1.98, Synergy_Loewe=-1.01, Synergy_HSA=-1.09. (5) Drug 1: C1=NC2=C(N1)C(=S)N=CN2. Drug 2: C1C(C(OC1N2C=NC(=NC2=O)N)CO)O. Cell line: HL-60(TB). Synergy scores: CSS=22.5, Synergy_ZIP=-8.20, Synergy_Bliss=-6.11, Synergy_Loewe=-15.2, Synergy_HSA=-10.3. (6) Drug 1: C1=CC=C(C=C1)NC(=O)CCCCCCC(=O)NO. Drug 2: CC12CCC3C(C1CCC2OP(=O)(O)O)CCC4=C3C=CC(=C4)OC(=O)N(CCCl)CCCl.[Na+]. Cell line: SW-620. Synergy scores: CSS=9.88, Synergy_ZIP=-4.02, Synergy_Bliss=-1.82, Synergy_Loewe=-5.46, Synergy_HSA=-3.88.